Dataset: Forward reaction prediction with 1.9M reactions from USPTO patents (1976-2016). Task: Predict the product of the given reaction. Given the reactants C(O[C:6]([N:8]1[CH2:12][C:11](=[N:13][O:14][CH3:15])[CH2:10][C@H:9]1[C:16]([OH:18])=O)=[O:7])(C)(C)C.[Cl:19][C:20]1[CH:21]=[C:22]([C:27]2[CH:32]=[CH:31][C:30](C(O)=O)=[CH:29][CH:28]=2)[CH:23]=[CH:24][C:25]=1[Cl:26].[NH2:36][CH2:37][CH:38]([C:40]1[CH:45]=[CH:44][C:43]([OH:46])=[CH:42][CH:41]=1)[OH:39], predict the reaction product. The product is: [Cl:19][C:20]1[CH:21]=[C:22]([C:27]2[CH:28]=[CH:29][C:30]([C:6]([N:8]3[CH2:12][C:11](=[N:13][O:14][CH3:15])[CH2:10][C@H:9]3[C:16]([NH:36][CH2:37][CH:38]([OH:39])[C:40]3[CH:45]=[CH:44][C:43]([OH:46])=[CH:42][CH:41]=3)=[O:18])=[O:7])=[CH:31][CH:32]=2)[CH:23]=[CH:24][C:25]=1[Cl:26].